From a dataset of Forward reaction prediction with 1.9M reactions from USPTO patents (1976-2016). Predict the product of the given reaction. (1) Given the reactants CS(O[CH2:6][CH2:7][CH2:8][N:9]1[C:17]([O:18][CH3:19])=[N:16][C:15]2[C:10]1=[N:11][C:12]([O:21][CH2:22][CH2:23][CH2:24][CH3:25])=[N:13][C:14]=2[NH2:20])(=O)=O.[I-].[K+].C(=O)([O-])[O-].[K+].[K+].[CH3:34][N:35]1[CH2:40][CH2:39][NH:38][CH:37]([CH2:41][C:42]2[CH:47]=[CH:46][C:45]([CH2:48][C:49]([O:51][CH3:52])=[O:50])=[CH:44][CH:43]=2)[CH2:36]1, predict the reaction product. The product is: [CH3:52][O:51][C:49](=[O:50])[CH2:48][C:45]1[CH:46]=[CH:47][C:42]([CH2:41][CH:37]2[CH2:36][N:35]([CH3:34])[CH2:40][CH2:39][N:38]2[CH2:6][CH2:7][CH2:8][N:9]2[C:17]([O:18][CH3:19])=[N:16][C:15]3[C:10]2=[N:11][C:12]([O:21][CH2:22][CH2:23][CH2:24][CH3:25])=[N:13][C:14]=3[NH2:20])=[CH:43][CH:44]=1. (2) Given the reactants [F:1][C:2]([F:13])([F:12])[C:3]([C:8]([F:11])([F:10])[F:9])([OH:7])C([O-])=[O:5].[K+].C(=O)([O-])[O-].[K+].[K+].ClCl, predict the reaction product. The product is: [OH2:5].[F:1][C:2]([F:13])([F:12])[C:3]([C:8]([F:11])([F:10])[F:9])=[O:7].